This data is from Reaction yield outcomes from USPTO patents with 853,638 reactions. The task is: Predict the reaction yield, written as a fraction of the theoretical maximum amount of product (1.0 means a 100% yield; for example, 0.34 means a 34% yield). The reactants are Br[C:2]1[CH:3]=[C:4]2[C:8](=[CH:9][CH:10]=1)[N:7]([CH3:11])[N:6]=[C:5]2[CH:12]1[CH2:15][CH2:14][CH2:13]1.C(OC([N:23]1[CH2:28][CH2:27][NH:26][CH2:25][C@@H:24]1[CH2:29][C:30]1[CH:35]=[CH:34][CH:33]=[CH:32][CH:31]=1)=O)(C)(C)C. No catalyst specified. The product is [CH2:29]([C@@H:24]1[NH:23][CH2:28][CH2:27][N:26]([C:2]2[CH:3]=[C:4]3[C:8](=[CH:9][CH:10]=2)[N:7]([CH3:11])[N:6]=[C:5]3[CH:12]2[CH2:15][CH2:14][CH2:13]2)[CH2:25]1)[C:30]1[CH:31]=[CH:32][CH:33]=[CH:34][CH:35]=1. The yield is 0.990.